From a dataset of Forward reaction prediction with 1.9M reactions from USPTO patents (1976-2016). Predict the product of the given reaction. Given the reactants [Cl:1][C:2]1[CH:3]=[CH:4][CH:5]=[C:6]2[C:10]=1[N:9]([CH2:11][CH:12]1[CH2:17][CH2:16][O:15][CH2:14][CH2:13]1)[CH:8]=[C:7]2[C:18]([NH2:20])=[O:19].Cl[C:22]([S:24]Cl)=[O:23], predict the reaction product. The product is: [Cl:1][C:2]1[CH:3]=[CH:4][CH:5]=[C:6]2[C:10]=1[N:9]([CH2:11][CH:12]1[CH2:13][CH2:14][O:15][CH2:16][CH2:17]1)[CH:8]=[C:7]2[C:18]1[O:19][C:22](=[O:23])[S:24][N:20]=1.